This data is from Reaction yield outcomes from USPTO patents with 853,638 reactions. The task is: Predict the reaction yield, written as a fraction of the theoretical maximum amount of product (1.0 means a 100% yield; for example, 0.34 means a 34% yield). (1) The reactants are [Na].[CH2:2]=O.[CH:4]12[O:12][CH:8]([CH2:9][NH:10][CH2:11]1)[CH2:7][N:6]([C:13]1[CH:18]=[CH:17][C:16]([NH:19][C:20]3[N:25]=[C:24]([C:26]4[N:30]5[CH:31]=[CH:32][CH:33]=[C:34]([F:35])[C:29]5=[N:28][CH:27]=4)[C:23]([Cl:36])=[CH:22][N:21]=3)=[C:15]([O:37][CH3:38])[CH:14]=1)[CH2:5]2.N. The catalyst is CO.C(Cl)Cl. The product is [Cl:36][C:23]1[C:24]([C:26]2[N:30]3[CH:31]=[CH:32][CH:33]=[C:34]([F:35])[C:29]3=[N:28][CH:27]=2)=[N:25][C:20]([NH:19][C:16]2[CH:17]=[CH:18][C:13]([N:6]3[CH2:7][CH:8]4[O:12][CH:4]([CH2:11][N:10]([CH3:2])[CH2:9]4)[CH2:5]3)=[CH:14][C:15]=2[O:37][CH3:38])=[N:21][CH:22]=1. The yield is 0.480. (2) The reactants are Cl[C:2]1[N:7]=[C:6](Cl)[C:5]([CH2:9][C:10]([F:13])([F:12])[F:11])=[C:4]([Cl:14])[N:3]=1.[CH3:15][O-:16].[Na+].[CH3:18][OH:19]. No catalyst specified. The product is [Cl:14][C:4]1[C:5]([CH2:9][C:10]([F:13])([F:12])[F:11])=[C:6]([O:16][CH3:15])[N:7]=[C:2]([O:19][CH3:18])[N:3]=1. The yield is 0.900.